This data is from Retrosynthesis with 50K atom-mapped reactions and 10 reaction types from USPTO. The task is: Predict the reactants needed to synthesize the given product. (1) Given the product CC(C)c1cc(Cl)cc(C(C)C)c1NC(=O)NS(=O)(=O)c1cc(C2(C)OCCO2)ccc1F, predict the reactants needed to synthesize it. The reactants are: CC(C)c1cc(Cl)cc(C(C)C)c1N=C=O.CC1(c2ccc(F)c(S(N)(=O)=O)c2)OCCO1. (2) The reactants are: CC(C)(C)C(N)=O.CCOC(=O)c1c(I)c2cc(OCc3ccccc3)ccc2n1-c1ccc(OC(C)C)cc1. Given the product CCOC(=O)c1c(NC(=O)C(C)(C)C)c2cc(OCc3ccccc3)ccc2n1-c1ccc(OC(C)C)cc1, predict the reactants needed to synthesize it.